From a dataset of Peptide-MHC class I binding affinity with 185,985 pairs from IEDB/IMGT. Regression. Given a peptide amino acid sequence and an MHC pseudo amino acid sequence, predict their binding affinity value. This is MHC class I binding data. The peptide sequence is FQAGMRLYF. The MHC is HLA-A02:01 with pseudo-sequence HLA-A02:01. The binding affinity (normalized) is 0.0847.